From a dataset of Reaction yield outcomes from USPTO patents with 853,638 reactions. Predict the reaction yield, written as a fraction of the theoretical maximum amount of product (1.0 means a 100% yield; for example, 0.34 means a 34% yield). (1) No catalyst specified. The yield is 0.900. The reactants are [NH2:1][C:2]1[CH2:7][CH2:6][CH2:5][C:4](=[O:8])[CH:3]=1.C(O[CH:12]=[C:13]([C:19]([O:21][CH2:22][CH3:23])=[O:20])[C:14]([O:16][CH2:17][CH3:18])=[O:15])C. The product is [CH2:17]([O:16][C:14](=[O:15])[C:13](=[CH:12][NH:1][C:2]1[CH2:7][CH2:6][CH2:5][C:4](=[O:8])[CH:3]=1)[C:19]([O:21][CH2:22][CH3:23])=[O:20])[CH3:18]. (2) The reactants are [C:1](=C1N=CC=N1)=[S:2].[NH2:8][CH2:9][CH:10]1[CH2:14][N:13]([C@@H:15]([CH2:19][CH3:20])[C:16]([NH2:18])=[O:17])[C:12](=[O:21])[CH2:11]1. The catalyst is CN(C=O)C. The product is [N:8]([CH2:9][CH:10]1[CH2:14][N:13]([C@@H:15]([CH2:19][CH3:20])[C:16]([NH2:18])=[O:17])[C:12](=[O:21])[CH2:11]1)=[C:1]=[S:2]. The yield is 0.220.